This data is from Forward reaction prediction with 1.9M reactions from USPTO patents (1976-2016). The task is: Predict the product of the given reaction. (1) Given the reactants [C:1]([O:5][C:6]([NH:8][C@@H:9]([CH2:13][OH:14])[C:10]([OH:12])=[O:11])=[O:7])([CH3:4])([CH3:3])[CH3:2].[H-].[Na+].F[C:18]1[CH:23]=[CH:22][C:21]([F:24])=[CH:20][C:19]=1[N+:25]([O-:27])=[O:26].Cl, predict the reaction product. The product is: [C:1]([O:5][C:6]([NH:8][C@@H:9]([CH2:13][O:14][C:18]1[CH:23]=[CH:22][C:21]([F:24])=[CH:20][C:19]=1[N+:25]([O-:27])=[O:26])[C:10]([OH:12])=[O:11])=[O:7])([CH3:4])([CH3:3])[CH3:2]. (2) Given the reactants [NH2:1][C:2]1[CH:9]=[CH:8][C:7](Br)=[CH:6][C:3]=1[C:4]#[N:5].[Cl:11][C:12]1[CH:13]=[C:14](B(O)O)[CH:15]=[CH:16][CH:17]=1, predict the reaction product. The product is: [NH2:1][C:2]1[CH:9]=[CH:8][C:7]([C:16]2[CH:15]=[CH:14][CH:13]=[C:12]([Cl:11])[CH:17]=2)=[CH:6][C:3]=1[C:4]#[N:5]. (3) Given the reactants [CH2:1]([N:4]1[CH2:9][CH2:8][CH:7]([C:10]([OH:12])=O)[CH2:6][CH2:5]1)[CH2:2][CH3:3].S(Cl)([Cl:15])=O, predict the reaction product. The product is: [CH2:1]([N:4]1[CH2:9][CH2:8][CH:7]([C:10]([Cl:15])=[O:12])[CH2:6][CH2:5]1)[CH2:2][CH3:3]. (4) Given the reactants [CH3:1][C:2]([N:4]([CH3:6])[CH3:5])=O.[CH3:1][C:2]([N:4]([CH3:6])[CH3:5])=O.[Cl:13][C:14]1[CH:15]=[C:16]([C:21]2[NH:22][C:23]3[N:24]([N:28]=[CH:29][C:30]=3[C:31]([NH2:33])=[O:32])[C:25](=[O:27])[CH:26]=2)[CH:17]=[CH:18][C:19]=1[Cl:20], predict the reaction product. The product is: [Cl:13][C:14]1[CH:15]=[C:16]([C:21]2[NH:22][C:23]3[N:24]([N:28]=[CH:29][C:30]=3[C:31](/[N:33]=[C:2](/[N:4]([CH3:6])[CH3:5])\[CH3:1])=[O:32])[C:25](=[O:27])[CH:26]=2)[CH:17]=[CH:18][C:19]=1[Cl:20]. (5) The product is: [C:1]([C:5]1[CH:6]=[C:7]([C:13](=[O:15])[CH3:14])[CH:8]=[C:9]([Cl:12])[C:10]=1[O:11][CH3:18])([CH3:4])([CH3:2])[CH3:3]. Given the reactants [C:1]([C:5]1[CH:6]=[C:7]([C:13](=[O:15])[CH3:14])[CH:8]=[C:9]([Cl:12])[C:10]=1[OH:11])([CH3:4])([CH3:3])[CH3:2].CI.[CH3:18]N(C)C=O.C(=O)([O-])[O-].[K+].[K+], predict the reaction product.